Dataset: Retrosynthesis with 50K atom-mapped reactions and 10 reaction types from USPTO. Task: Predict the reactants needed to synthesize the given product. (1) Given the product CCN(CC)CCN(C)Cc1cccc(C(=O)Nc2ccc(N3CCCCC3)cc2C(=O)Nc2ncc(-c3ccc(C)c(C)c3)cn2)c1, predict the reactants needed to synthesize it. The reactants are: CCN(CC)CCN(C)Cc1cccc(C(=O)O)c1.Cc1ccc(-c2cnc(NC(=O)c3cc(N4CCCCC4)ccc3N)nc2)cc1C. (2) The reactants are: CCOC(=O)/C=C/CCCO[Si](C)(C)C(C)(C)C. Given the product CC(C)(C)[Si](C)(C)OCCC/C=C/C(=O)O, predict the reactants needed to synthesize it. (3) Given the product N#Cc1ccc(NC(=O)C23CCC(NCC(=O)N4C[C@@H](F)C[C@H]4C#N)(CC2)CC3)cc1, predict the reactants needed to synthesize it. The reactants are: N#C[C@@H]1C[C@H](F)CN1C(=O)CNC12CCC(C(=O)O)(CC1)CC2.N#Cc1ccc(N)cc1. (4) The reactants are: CC1(C)CCc2ncnc(N3CCOc4ccc(B(O)O)cc4C3)c2C1.CNc1ncc(Br)cc1NS(C)(=O)=O. Given the product CNc1ncc(-c2ccc3c(c2)CN(c2ncnc4c2CC(C)(C)CC4)CCO3)cc1NS(C)(=O)=O, predict the reactants needed to synthesize it. (5) Given the product O=C(NNC1=Nc2ccc(Cl)cc2C(c2ccccc2)=NC1)c1ccccc1, predict the reactants needed to synthesize it. The reactants are: NNC1=Nc2ccc(Cl)cc2C(c2ccccc2)=NC1.O=C(Cl)c1ccccc1.